The task is: Predict which catalyst facilitates the given reaction.. This data is from Catalyst prediction with 721,799 reactions and 888 catalyst types from USPTO. (1) Reactant: C1C=C(Cl)C=C(C(OO)=[O:9])C=1.[CH3:12][C:13]([OH:37])([CH3:36])[CH2:14][N:15]1[C:27]2[C:26]3[CH:25]=[CH:24][CH:23]=[CH:22][C:21]=3[N:20]=[CH:19][C:18]=2[N:17]=[C:16]1[CH2:28][CH2:29][C:30]1([CH3:35])[O:34][CH2:33][CH2:32][O:31]1. Product: [CH3:36][C:13]([OH:37])([CH3:12])[CH2:14][N:15]1[C:27]2[C:26]3[CH:25]=[CH:24][CH:23]=[CH:22][C:21]=3[N+:20]([O-:9])=[CH:19][C:18]=2[N:17]=[C:16]1[CH2:28][CH2:29][C:30]1([CH3:35])[O:34][CH2:33][CH2:32][O:31]1. The catalyst class is: 22. (2) Reactant: CC([CH2:5][N:6]([CH2:10][CH2:11][N:12]1[CH:16]=[C:15]([C:17]2[CH:18]=[C:19]3[C:24](=[CH:25][CH:26]=2)[N:23]([C:27](=[O:29])[CH3:28])[C@@H:22]([CH3:30])[CH2:21][C@H:20]3[NH:31][C:32]2[CH:37]=[CH:36][C:35]([CH3:38])=[CH:34][N:33]=2)[CH:14]=[N:13]1)C(=O)[O-])(C)C.FC(F)(F)C(O)=O.[ClH:46].CCOCC. Product: [ClH:46].[C:27]([N:23]1[C:24]2[C:19](=[CH:18][C:17]([C:15]3[CH:14]=[N:13][N:12]([CH2:11][CH2:10][NH:6][CH3:5])[CH:16]=3)=[CH:26][CH:25]=2)[C@H:20]([NH:31][C:32]2[CH:37]=[CH:36][C:35]([CH3:38])=[CH:34][N:33]=2)[CH2:21][C@@H:22]1[CH3:30])(=[O:29])[CH3:28]. The catalyst class is: 4.